From a dataset of Full USPTO retrosynthesis dataset with 1.9M reactions from patents (1976-2016). Predict the reactants needed to synthesize the given product. (1) Given the product [ClH:39].[NH2:7][CH:8]([CH2:9][C:10]1[CH:11]=[CH:12][C:13]([O:16][C:17]2[CH:22]=[CH:21][C:20]([CH:23]=[C:24]3[C:32]4[C:27](=[CH:28][CH:29]=[CH:30][CH:31]=4)[NH:26][C:25]3=[O:33])=[CH:19][CH:18]=2)=[CH:14][CH:15]=1)[C:34]([NH2:35])=[O:36], predict the reactants needed to synthesize it. The reactants are: C(OC(=O)[NH:7][CH:8]([C:34](=[O:36])[NH2:35])[CH2:9][C:10]1[CH:15]=[CH:14][C:13]([O:16][C:17]2[CH:22]=[CH:21][C:20]([CH:23]=[C:24]3[C:32]4[C:27](=[CH:28][CH:29]=[CH:30][CH:31]=4)[NH:26][C:25]3=[O:33])=[CH:19][CH:18]=2)=[CH:12][CH:11]=1)(C)(C)C.C(Cl)[Cl:39]. (2) Given the product [CH3:26][O:27][C:28](=[O:40])[C@@H:29]([O:31][C:32]1[CH:37]=[CH:36][C:35]([F:38])=[C:34]2[C:33]=1[C:4](=[O:3])[C:5]([CH2:10][C:11]1[CH:16]=[CH:15][C:14]([C:17](=[O:23])[NH:18][CH:19]3[CH2:22][CH2:21][CH2:20]3)=[CH:13][C:12]=1[Cl:24])=[C:6]([CH2:7][CH3:8])[NH:39]2)[CH3:30], predict the reactants needed to synthesize it. The reactants are: C([O:3][C:4](=O)[CH:5]([CH2:10][C:11]1[CH:16]=[CH:15][C:14]([C:17](=[O:23])[NH:18][CH:19]2[CH2:22][CH2:21][CH2:20]2)=[CH:13][C:12]=1[Cl:24])[C:6](=O)[CH2:7][CH3:8])C.[CH3:26][O:27][C:28](=[O:40])[C@@H:29]([O:31][C:32]1[CH:37]=[CH:36][C:35]([F:38])=[C:34]([NH2:39])[CH:33]=1)[CH3:30]. (3) Given the product [CH:14]([C:13]1[C:12](=[O:17])[N:11]2[N:18]=[CH:19][C:20]([C:21]#[N:22])=[C:10]2[NH:9][C:8]=1[C:4]1[CH:5]=[CH:6][CH:7]=[C:2]([N:23]2[CH2:27][CH2:26][CH2:25][C:24]2=[O:28])[CH:3]=1)([CH3:16])[CH3:15], predict the reactants needed to synthesize it. The reactants are: Br[C:2]1[CH:3]=[C:4]([C:8]2[NH:9][C:10]3[N:11]([N:18]=[CH:19][C:20]=3[C:21]#[N:22])[C:12](=[O:17])[C:13]=2[CH:14]([CH3:16])[CH3:15])[CH:5]=[CH:6][CH:7]=1.[NH:23]1[CH2:27][CH2:26][CH2:25][C:24]1=[O:28].CC(C1C=C(C(C)C)C(C2C(P(C3CCCCC3)C3CCCCC3)=C(OC)C=CC=2OC)=C(C(C)C)C=1)C.C([O-])([O-])=O.[Cs+].[Cs+]. (4) Given the product [NH2:27][C:4]1[S:3][C:2]([C:37]2[CH:38]=[C:39]([CH3:42])[CH:40]=[CH:41][C:36]=2[F:35])=[N:6][C:5]=1[C:7]([NH:8][C:9]1[CH:10]=[N:11][N:12]([CH2:22][CH:23]([F:24])[F:25])[C:13]=1[N:14]1[CH2:20][CH2:19][CH2:18][CH:17]([OH:21])[CH2:16][CH2:15]1)=[O:26], predict the reactants needed to synthesize it. The reactants are: Br[C:2]1[S:3][C:4]([NH:27]C(=O)OC(C)(C)C)=[C:5]([C:7](=[O:26])[NH:8][C:9]2[CH:10]=[N:11][N:12]([CH2:22][CH:23]([F:25])[F:24])[C:13]=2[N:14]2[CH2:20][CH2:19][CH2:18][CH:17]([OH:21])[CH2:16][CH2:15]2)[N:6]=1.[F:35][C:36]1[CH:41]=[CH:40][C:39]([CH3:42])=[CH:38][C:37]=1B(O)O. (5) Given the product [CH2:12]([O:14][C:15](=[O:20])[C:16]([O:9][NH:8][C:1]([O:3][C:4]([CH3:7])([CH3:6])[CH3:5])=[O:2])([CH3:18])[CH3:17])[CH3:13], predict the reactants needed to synthesize it. The reactants are: [C:1]([NH:8][OH:9])([O:3][C:4]([CH3:7])([CH3:6])[CH3:5])=[O:2].[OH-].[K+].[CH2:12]([O:14][C:15](=[O:20])[C:16](Br)([CH3:18])[CH3:17])[CH3:13]. (6) Given the product [Cl:15][C:16]1[CH:17]=[CH:18][C:19]([O:36][CH2:37][CH:38]2[CH2:40][CH2:39]2)=[C:20]([CH2:22][N:23]2[C:27]([CH3:28])=[CH:26][C:25]([N:29]3[CH2:34][CH2:33][N:32]([CH2:2][C:3]4[CH:8]=[CH:7][C:6]([S:9]([N:12]([CH3:14])[CH3:13])(=[O:11])=[O:10])=[CH:5][CH:4]=4)[CH2:31][C:30]3=[O:35])=[N:24]2)[CH:21]=1, predict the reactants needed to synthesize it. The reactants are: Br[CH2:2][C:3]1[CH:8]=[CH:7][C:6]([S:9]([N:12]([CH3:14])[CH3:13])(=[O:11])=[O:10])=[CH:5][CH:4]=1.[Cl:15][C:16]1[CH:17]=[CH:18][C:19]([O:36][CH2:37][CH:38]2[CH2:40][CH2:39]2)=[C:20]([CH2:22][N:23]2[C:27]([CH3:28])=[CH:26][C:25]([N:29]3[CH2:34][CH2:33][NH:32][CH2:31][C:30]3=[O:35])=[N:24]2)[CH:21]=1.C(N(CC)CC)C. (7) Given the product [CH:6]1([O:11][C:12]2[CH:17]=[CH:16][C:15]([CH2:18][C:19]3[CH:24]=[C:23]([C:25]4[C:26]([NH2:31])=[N:27][CH:28]=[CH:29][CH:30]=4)[O:21][N:20]=3)=[CH:14][CH:13]=2)[CH2:10][CH2:9][CH2:8][CH2:7]1, predict the reactants needed to synthesize it. The reactants are: O1CCCC1.[CH:6]1([O:11][C:12]2[CH:17]=[CH:16][C:15]([CH2:18][C:19](Cl)=[N:20][OH:21])=[CH:14][CH:13]=2)[CH2:10][CH2:9][CH2:8][CH2:7]1.[C:23]([C:25]1[C:26]([NH2:31])=[N:27][CH:28]=[CH:29][CH:30]=1)#[CH:24].C(N(CC)CC)C. (8) The reactants are: [C:1]([C:3]1[C:4]([C:20]([F:23])([F:22])[F:21])=[C:5]2[C:9](=[CH:10][CH:11]=1)[N:8]([CH2:12][C:13](=[NH:16])[NH:14][OH:15])[C:7]([CH2:17][CH2:18][CH3:19])=[CH:6]2)#[N:2].[F:24][C:25]([F:36])([F:35])[C:26]1[CH:34]=[CH:33][C:29]([C:30](Cl)=O)=[CH:28][CH:27]=1.C(N(CC)C(C)C)(C)C. Given the product [CH2:17]([C:7]1[N:8]([CH2:12][C:13]2[N:16]=[C:30]([C:29]3[CH:28]=[CH:27][C:26]([C:25]([F:24])([F:35])[F:36])=[CH:34][CH:33]=3)[O:15][N:14]=2)[C:9]2[C:5]([CH:6]=1)=[C:4]([C:20]([F:22])([F:23])[F:21])[C:3]([C:1]#[N:2])=[CH:11][CH:10]=2)[CH2:18][CH3:19], predict the reactants needed to synthesize it.